This data is from Volume of distribution at steady state (VDss) regression data from Lombardo et al.. The task is: Regression/Classification. Given a drug SMILES string, predict its absorption, distribution, metabolism, or excretion properties. Task type varies by dataset: regression for continuous measurements (e.g., permeability, clearance, half-life) or binary classification for categorical outcomes (e.g., BBB penetration, CYP inhibition). For this dataset (vdss_lombardo), we predict log10(VDss) (log10 of volume of distribution in L/kg). (1) The compound is C[NH+]1CCc2cccc3c2C1Cc1ccc(O)c(O)c1-3. The log10(VDss) is 0.200. (2) The molecule is [NH3+]CCc1ccc(O)c(O)c1. The log10(VDss) is -0.130.